Dataset: Full USPTO retrosynthesis dataset with 1.9M reactions from patents (1976-2016). Task: Predict the reactants needed to synthesize the given product. (1) Given the product [C:1]([C:3]1[C:4]([N:21]2[CH2:26][CH2:25][CH:24]([C:27](=[O:29])[NH:41][S:38]([CH2:37][CH:34]3[CH2:35][CH2:36][CH:31]([CH3:30])[CH2:32][CH2:33]3)(=[O:39])=[O:40])[CH2:23][CH2:22]2)=[N:5][C:6]([CH2:14][N:15]2[CH2:19][CH2:18][CH2:17][C:16]2=[O:20])=[C:7]([CH:8]=1)[C:9]([O:11][CH2:12][CH3:13])=[O:10])#[N:2], predict the reactants needed to synthesize it. The reactants are: [C:1]([C:3]1[C:4]([N:21]2[CH2:26][CH2:25][CH:24]([C:27]([OH:29])=O)[CH2:23][CH2:22]2)=[N:5][C:6]([CH2:14][N:15]2[CH2:19][CH2:18][CH2:17][C:16]2=[O:20])=[C:7]([C:9]([O:11][CH2:12][CH3:13])=[O:10])[CH:8]=1)#[N:2].[CH3:30][CH:31]1[CH2:36][CH2:35][CH:34]([CH2:37][S:38]([NH2:41])(=[O:40])=[O:39])[CH2:33][CH2:32]1. (2) Given the product [F:24][C:25]1[CH:26]=[CH:27][C:28]([N:31]2[CH:35]=[CH:34][C:33]([CH2:36][CH:2]=[O:3])=[N:32]2)=[N:29][CH:30]=1, predict the reactants needed to synthesize it. The reactants are: [Cl-].[CH3:2][O:3]C[P+](C1C=CC=CC=1)(C1C=CC=CC=1)C1C=CC=CC=1.[F:24][C:25]1[CH:26]=[CH:27][C:28]([N:31]2[CH:35]=[CH:34][C:33]([CH:36]=O)=[N:32]2)=[N:29][CH:30]=1.[Cl-].[Na+].Cl.